Dataset: Forward reaction prediction with 1.9M reactions from USPTO patents (1976-2016). Task: Predict the product of the given reaction. Given the reactants [CH:1]([N:4]1[CH2:9][CH2:8][CH:7]([C:10]2[CH:15]=[CH:14][C:13]([N+:16]([O-])=O)=[CH:12][CH:11]=2)[CH2:6][CH2:5]1)([CH3:3])[CH3:2].O.NN, predict the reaction product. The product is: [CH:1]([N:4]1[CH2:5][CH2:6][CH:7]([C:10]2[CH:11]=[CH:12][C:13]([NH2:16])=[CH:14][CH:15]=2)[CH2:8][CH2:9]1)([CH3:3])[CH3:2].